This data is from Tyrosyl-DNA phosphodiesterase HTS with 341,365 compounds. The task is: Binary Classification. Given a drug SMILES string, predict its activity (active/inactive) in a high-throughput screening assay against a specified biological target. The molecule is O=C(Nc1c(N2CCCC2)cccc1)c1nn(c(=O)c2c1cccc2)CC. The result is 0 (inactive).